This data is from Peptide-MHC class I binding affinity with 185,985 pairs from IEDB/IMGT. The task is: Regression. Given a peptide amino acid sequence and an MHC pseudo amino acid sequence, predict their binding affinity value. This is MHC class I binding data. (1) The peptide sequence is RLFDFNKQA. The MHC is HLA-A02:06 with pseudo-sequence HLA-A02:06. The binding affinity (normalized) is 0.371. (2) The peptide sequence is DVTAKSSFV. The MHC is HLA-A02:01 with pseudo-sequence HLA-A02:01. The binding affinity (normalized) is 0.163.